Predict the product of the given reaction. From a dataset of Forward reaction prediction with 1.9M reactions from USPTO patents (1976-2016). Given the reactants Br[C:2]1[CH:7]=[C:6]([Br:8])[CH:5]=[CH:4][C:3]=1[O:9][CH2:10][O:11][CH3:12].[Li]CCCC.[C:18](OCC)(=[O:24])[C:19]([O:21][CH2:22][CH3:23])=[O:20], predict the reaction product. The product is: [Br:8][C:6]1[CH:5]=[CH:4][C:3]([O:9][CH2:10][O:11][CH3:12])=[C:2]([C:18](=[O:24])[C:19]([O:21][CH2:22][CH3:23])=[O:20])[CH:7]=1.